This data is from NCI-60 drug combinations with 297,098 pairs across 59 cell lines. The task is: Regression. Given two drug SMILES strings and cell line genomic features, predict the synergy score measuring deviation from expected non-interaction effect. (1) Cell line: OVCAR3. Synergy scores: CSS=8.35, Synergy_ZIP=1.53, Synergy_Bliss=5.41, Synergy_Loewe=-3.69, Synergy_HSA=3.42. Drug 1: CN(C)C(=N)N=C(N)N. Drug 2: CC1(CCCN1)C2=NC3=C(C=CC=C3N2)C(=O)N. (2) Drug 1: CC1=C(C=C(C=C1)C(=O)NC2=CC(=CC(=C2)C(F)(F)F)N3C=C(N=C3)C)NC4=NC=CC(=N4)C5=CN=CC=C5. Drug 2: N.N.Cl[Pt+2]Cl. Cell line: PC-3. Synergy scores: CSS=46.0, Synergy_ZIP=4.65, Synergy_Bliss=5.83, Synergy_Loewe=1.33, Synergy_HSA=3.13. (3) Drug 1: CS(=O)(=O)OCCCCOS(=O)(=O)C. Drug 2: B(C(CC(C)C)NC(=O)C(CC1=CC=CC=C1)NC(=O)C2=NC=CN=C2)(O)O. Cell line: UO-31. Synergy scores: CSS=23.3, Synergy_ZIP=0.231, Synergy_Bliss=-0.764, Synergy_Loewe=-35.6, Synergy_HSA=-3.10. (4) Drug 1: CC12CCC(CC1=CCC3C2CCC4(C3CC=C4C5=CN=CC=C5)C)O. Drug 2: CC1C(C(=O)NC(C(=O)N2CCCC2C(=O)N(CC(=O)N(C(C(=O)O1)C(C)C)C)C)C(C)C)NC(=O)C3=C4C(=C(C=C3)C)OC5=C(C(=O)C(=C(C5=N4)C(=O)NC6C(OC(=O)C(N(C(=O)CN(C(=O)C7CCCN7C(=O)C(NC6=O)C(C)C)C)C)C(C)C)C)N)C. Cell line: SK-OV-3. Synergy scores: CSS=6.74, Synergy_ZIP=13.1, Synergy_Bliss=14.8, Synergy_Loewe=13.3, Synergy_HSA=13.4.